From a dataset of Forward reaction prediction with 1.9M reactions from USPTO patents (1976-2016). Predict the product of the given reaction. (1) The product is: [CH2:18]([N:19]1[CH:23]=[C:22]([C:2]2[CH:7]=[CH:6][C:5]([C:8]3[NH:13][C:12](=[O:14])[C:11]4=[CH:15][CH:16]=[CH:17][N:10]4[N:9]=3)=[CH:4][CH:3]=2)[CH:21]=[N:20]1)[CH3:33]. Given the reactants Br[C:2]1[CH:7]=[CH:6][C:5]([C:8]2[NH:13][C:12](=[O:14])[C:11]3=[CH:15][CH:16]=[CH:17][N:10]3[N:9]=2)=[CH:4][CH:3]=1.[CH3:18][N:19]1[CH:23]=[C:22](B2OC(C)(C)C(C)(C)O2)[CH:21]=[N:20]1.[C:33](=O)([O-])O.[Na+], predict the reaction product. (2) Given the reactants [CH3:1][C:2]1[CH:7]=[C:6]([C:8]2[CH:13]=[CH:12][C:11]([CH2:14][C:15]([OH:17])=O)=[CH:10][CH:9]=2)[CH:5]=[CH:4][N:3]=1.[I:18][C:19]1[CH:20]=[CH:21][C:22]([NH2:25])=[N:23][CH:24]=1.CN(C(ON1N=NC2C=CC=NC1=2)=[N+](C)C)C.F[P-](F)(F)(F)(F)F.CCN(C(C)C)C(C)C, predict the reaction product. The product is: [I:18][C:19]1[CH:20]=[CH:21][C:22]([NH:25][C:15](=[O:17])[CH2:14][C:11]2[CH:10]=[CH:9][C:8]([C:6]3[CH:5]=[CH:4][N:3]=[C:2]([CH3:1])[CH:7]=3)=[CH:13][CH:12]=2)=[N:23][CH:24]=1. (3) Given the reactants C(O[C:4]([C:6]1(C)[C:11](=[O:12])[CH2:10][CH2:9][N:8]([CH2:13][C:14]2[CH:19]=[CH:18][CH:17]=[CH:16][CH:15]=2)[CH2:7]1)=O)C.Cl, predict the reaction product. The product is: [CH2:13]([N:8]1[CH2:9][CH2:10][C:11](=[O:12])[CH:6]([CH3:4])[CH2:7]1)[C:14]1[CH:15]=[CH:16][CH:17]=[CH:18][CH:19]=1. (4) Given the reactants FC(F)(F)C(O)=O.[CH:8]1([CH2:11][N:12]2[CH2:18][CH2:17][CH2:16][CH2:15][C@@H:14]([NH:19][C:20](=[O:26])OC(C)(C)C)[C:13]2=[O:27])[CH2:10][CH2:9]1.C(N(C(C)C)CC)(C)C.[O:37]=[C:38]1[N:47]([CH:48]2[CH2:53][CH2:52][N:51](C(Cl)=O)[CH2:50][CH2:49]2)[CH2:46][C:45]2[C:40](=[CH:41][CH:42]=[CH:43][CH:44]=2)[NH:39]1, predict the reaction product. The product is: [CH:8]1([CH2:11][N:12]2[CH2:18][CH2:17][CH2:16][CH2:15][C@@H:14]([NH:19][C:20]([N:51]3[CH2:50][CH2:49][CH:48]([N:47]4[CH2:46][C:45]5[C:40](=[CH:41][CH:42]=[CH:43][CH:44]=5)[NH:39][C:38]4=[O:37])[CH2:53][CH2:52]3)=[O:26])[C:13]2=[O:27])[CH2:9][CH2:10]1. (5) Given the reactants Cl[C:2]1[N:7]2[N:8]=[C:9]([C:21]3[CH:26]=[CH:25][C:24]([O:27][CH3:28])=[CH:23][CH:22]=3)[C:10]([C:11]3[CH:16]=[CH:15][N:14]=[C:13]([NH:17][CH:18]4[CH2:20][CH2:19]4)[N:12]=3)=[C:6]2[CH:5]=[CH:4][CH:3]=1.[CH3:29][O:30][CH2:31][CH2:32][NH2:33], predict the reaction product. The product is: [CH:18]1([NH:17][C:13]2[N:12]=[C:11]([C:10]3[C:9]([C:21]4[CH:22]=[CH:23][C:24]([O:27][CH3:28])=[CH:25][CH:26]=4)=[N:8][N:7]4[C:2]([NH:33][CH2:32][CH2:31][O:30][CH3:29])=[CH:3][CH:4]=[CH:5][C:6]=34)[CH:16]=[CH:15][N:14]=2)[CH2:19][CH2:20]1. (6) Given the reactants [OH-].[Li+].[O:3]1[C:7]2[CH:8]=[CH:9][CH:10]=[CH:11][C:6]=2[N:5]=[C:4]1[N:12]1[CH2:17][CH2:16][CH2:15][CH2:14][C@H:13]1[C:18]([O:20]C)=[O:19], predict the reaction product. The product is: [O:3]1[C:7]2[CH:8]=[CH:9][CH:10]=[CH:11][C:6]=2[N:5]=[C:4]1[N:12]1[CH2:17][CH2:16][CH2:15][CH2:14][C@H:13]1[C:18]([OH:20])=[O:19]. (7) Given the reactants [CH3:1][C:2]1([CH3:23])[CH2:11][CH2:10][C:9]([CH3:13])([CH3:12])[C:8]2[CH:7]=[C:6]([CH:14]=[O:15])[CH:5]=[C:4]([C:16]3[CH:21]=[CH:20][C:19]([CH3:22])=[CH:18][CH:17]=3)[C:3]1=2.[C:24]([Mg]Br)#[CH:25], predict the reaction product. The product is: [CH3:1][C:2]1([CH3:23])[CH2:11][CH2:10][C:9]([CH3:12])([CH3:13])[C:8]2[CH:7]=[C:6]([CH:14]([OH:15])[C:24]#[CH:25])[CH:5]=[C:4]([C:16]3[CH:21]=[CH:20][C:19]([CH3:22])=[CH:18][CH:17]=3)[C:3]1=2.